Dataset: Reaction yield outcomes from USPTO patents with 853,638 reactions. Task: Predict the reaction yield, written as a fraction of the theoretical maximum amount of product (1.0 means a 100% yield; for example, 0.34 means a 34% yield). (1) The reactants are [NH2:1][CH2:2][CH:3]1[CH2:8][CH2:7][N:6]([C:9]([O:11][C:12]([CH3:15])([CH3:14])[CH3:13])=[O:10])[CH2:5][CH2:4]1.[CH:16]([C:18]1[CH:26]=[CH:25][CH:24]=[CH:23][C:19]=1[C:20](O)=O)=[O:17].C([BH3-])#N.[Na+].[OH-].[Na+]. The catalyst is CO.O. The product is [C:12]([O:11][C:9]([N:6]1[CH2:7][CH2:8][CH:3]([CH2:2][N:1]2[CH2:20][C:19]3[C:18](=[CH:26][CH:25]=[CH:24][CH:23]=3)[C:16]2=[O:17])[CH2:4][CH2:5]1)=[O:10])([CH3:15])([CH3:14])[CH3:13]. The yield is 0.230. (2) The reactants are [C:1]([NH:4][C:5]1[CH:13]=[CH:12][C:8]([C:9]([OH:11])=O)=[CH:7][CH:6]=1)(=[O:3])[CH3:2].CN(C=O)C.C(Cl)(=O)C(Cl)=O.[NH2:25][C:26]1[S:30][C:29]([NH:31][C:32]2[CH:41]=[CH:40][C:39]3[C:34](=[CH:35][CH:36]=[CH:37][CH:38]=3)[CH:33]=2)=[N:28][C:27]=1[C:42]([NH2:44])=[O:43]. The catalyst is C1COCC1.N1C=CC=CC=1. The product is [C:1]([NH:4][C:5]1[CH:6]=[CH:7][C:8]([C:9]([NH:25][C:26]2[S:30][C:29]([NH:31][C:32]3[CH:41]=[CH:40][C:39]4[C:34](=[CH:35][CH:36]=[CH:37][CH:38]=4)[CH:33]=3)=[N:28][C:27]=2[C:42]([NH2:44])=[O:43])=[O:11])=[CH:12][CH:13]=1)(=[O:3])[CH3:2]. The yield is 0.0370. (3) The reactants are [Cl:1][C:2]1[CH:3]=[CH:4][C:5]([O:25][CH3:26])=[C:6]([C:8]2[NH:12][N:11]=[CH:10][C:9]=2[NH:13][C:14]([C:16]2[CH:17]=[N:18][N:19]3[CH:24]=[CH:23][CH:22]=[N:21][C:20]=23)=[O:15])[CH:7]=1.C(=O)([O-])[O-].[Cs+].[Cs+].Cl.Cl[CH2:35][CH2:36][N:37]1[CH2:42][CH2:41][O:40][CH2:39][CH2:38]1. The catalyst is CN(C=O)C. The product is [Cl:1][C:2]1[CH:3]=[CH:4][C:5]([O:25][CH3:26])=[C:6]([C:8]2[C:9]([NH:13][C:14]([C:16]3[CH:17]=[N:18][N:19]4[CH:24]=[CH:23][CH:22]=[N:21][C:20]=34)=[O:15])=[CH:10][N:11]([CH2:35][CH2:36][N:37]3[CH2:42][CH2:41][O:40][CH2:39][CH2:38]3)[N:12]=2)[CH:7]=1. The yield is 0.380. (4) The reactants are Cl[C:2]1[C:7]([O:8][CH3:9])=[CH:6][CH:5]=[CH:4][N:3]=1.[CH3:10][N:11]1[CH2:16][CH2:15][NH:14][CH2:13][CH2:12]1.C1C=CC(P(C2C(C3C(P(C4C=CC=CC=4)C4C=CC=CC=4)=CC=C4C=3C=CC=C4)=C3C(C=CC=C3)=CC=2)C2C=CC=CC=2)=CC=1.C([O-])([O-])=O.[Cs+].[Cs+]. The catalyst is C1C=CC(/C=C/C(/C=C/C2C=CC=CC=2)=O)=CC=1.C1C=CC(/C=C/C(/C=C/C2C=CC=CC=2)=O)=CC=1.C1C=CC(/C=C/C(/C=C/C2C=CC=CC=2)=O)=CC=1.[Pd].[Pd].C1(C)C=CC=CC=1. The product is [O:8]([C:7]1[C:2]([N:14]2[CH2:15][CH2:16][N:11]([CH3:10])[CH2:12][CH2:13]2)=[N:3][CH:4]=[CH:5][CH:6]=1)[CH3:9]. The yield is 0.460. (5) The reactants are [CH3:1][O:2][C:3](=[O:17])[C@:4]([NH2:16])([C:9]([O:11][C:12]([CH3:15])([CH3:14])[CH3:13])=[O:10])[CH2:5][C:6]([OH:8])=[O:7].C(N(CC)CC)C.[CH:25](O)([CH3:27])[CH3:26].C(Cl)CCl.C1C=CC2N(O)N=NC=2C=1. The catalyst is C(Cl)Cl. The product is [CH3:1][O:2][C:3](=[O:17])[C@:4]([NH2:16])([C:9]([O:11][C:12]([CH3:13])([CH3:14])[CH3:15])=[O:10])[CH2:5][C:6]([O:8][CH:25]([CH3:27])[CH3:26])=[O:7]. The yield is 0.870. (6) The reactants are CCN(C(C)C)C(C)C.[CH2:10]([N:12]1[C:17]2[N:18]=[C:19]([S:22][CH3:23])[N:20]=[CH:21][C:16]=2[CH:15]=[C:14]([C:24]2[CH:25]=[C:26]([CH:30]=[C:31]([O:33][CH3:34])[CH:32]=2)[C:27]([OH:29])=O)[C:13]1=[O:35])[CH3:11].CN(C(ON1N=NC2C=CC=NC1=2)=[N+](C)C)C.F[P-](F)(F)(F)(F)F.Cl.[O:61]([NH2:64])[CH2:62][CH3:63]. The catalyst is CN(C=O)C. The product is [CH2:62]([O:61][NH:64][C:27](=[O:29])[C:26]1[CH:30]=[C:31]([O:33][CH3:34])[CH:32]=[C:24]([C:14]2[C:13](=[O:35])[N:12]([CH2:10][CH3:11])[C:17]3[N:18]=[C:19]([S:22][CH3:23])[N:20]=[CH:21][C:16]=3[CH:15]=2)[CH:25]=1)[CH3:63]. The yield is 0.970. (7) The reactants are [NH2:1][C:2]1[N:23]=[C:22](Cl)[CH:21]=[CH:20][C:3]=1[C:4]([NH:6][CH2:7][C:8]1[S:9][C:10]([O:13][C:14]2[CH:19]=[CH:18][CH:17]=[CH:16][CH:15]=2)=[CH:11][CH:12]=1)=[O:5].[CH:25]1C=CC(CC(NCN[C@H](C(O)=O)CC2C=CC([N+]([O-])=O)=CC=2)=O)=C[CH:26]=1.C1(C)C(C)=CC=CC=1.C([Sn](CCCC)(CCCC)CCCC)=C. The product is [NH2:1][C:2]1[N:23]=[C:22]([CH:25]=[CH2:26])[CH:21]=[CH:20][C:3]=1[C:4]([NH:6][CH2:7][C:8]1[S:9][C:10]([O:13][C:14]2[CH:19]=[CH:18][CH:17]=[CH:16][CH:15]=2)=[CH:11][CH:12]=1)=[O:5]. The catalyst is C1C=CC([P]([Pd]([P](C2C=CC=CC=2)(C2C=CC=CC=2)C2C=CC=CC=2)([P](C2C=CC=CC=2)(C2C=CC=CC=2)C2C=CC=CC=2)[P](C2C=CC=CC=2)(C2C=CC=CC=2)C2C=CC=CC=2)(C2C=CC=CC=2)C2C=CC=CC=2)=CC=1.C(OCC)(=O)C.O. The yield is 0.650.